Dataset: Full USPTO retrosynthesis dataset with 1.9M reactions from patents (1976-2016). Task: Predict the reactants needed to synthesize the given product. Given the product [O:11]=[C:7]1[C:8]2[C:4](=[CH:3][C:2]([C:68]3[CH:69]=[C:70]([NH:74][CH:75]([C:79]4[CH:84]=[CH:83][CH:82]=[CH:81][CH:80]=4)[C:76]([NH2:78])=[O:77])[CH:71]=[N:72][CH:73]=3)=[CH:10][CH:9]=2)[CH2:5][NH:6]1, predict the reactants needed to synthesize it. The reactants are: Br[C:2]1[CH:3]=[C:4]2[C:8](=[CH:9][CH:10]=1)[C:7](=[O:11])[NH:6][CH2:5]2.B1(B2OC(C)(C)C(C)(C)O2)OC(C)(C)C(C)(C)O1.C(P(C12CC3CC(CC(C3)C1)C2)C12CC3CC(CC(C3)C1)C2)CCC.C([O-])(=O)C.[K+].C(OC(C)C)(=O)C.Br[C:68]1[CH:69]=[C:70]([NH:74][CH:75]([C:79]2[CH:84]=[CH:83][CH:82]=[CH:81][CH:80]=2)[C:76]([NH2:78])=[O:77])[CH:71]=[N:72][CH:73]=1.C(=O)([O-])[O-].[K+].[K+].